The task is: Regression. Given a peptide amino acid sequence and an MHC pseudo amino acid sequence, predict their binding affinity value. This is MHC class II binding data.. This data is from Peptide-MHC class II binding affinity with 134,281 pairs from IEDB. (1) The peptide sequence is FPCQEWQEVDSILGF. The MHC is DRB1_1101 with pseudo-sequence DRB1_1101. The binding affinity (normalized) is 0.316. (2) The peptide sequence is NLNIKLNMPLYIAGN. The MHC is DRB1_1201 with pseudo-sequence DRB1_1201. The binding affinity (normalized) is 0.198. (3) The peptide sequence is ECEWPLTHTIGTSVE. The MHC is DRB5_0101 with pseudo-sequence DRB5_0101. The binding affinity (normalized) is 0. (4) The peptide sequence is SLSELTDALRTLGST. The MHC is HLA-DQA10102-DQB10502 with pseudo-sequence HLA-DQA10102-DQB10502. The binding affinity (normalized) is 0. (5) The peptide sequence is RKPLDNIKDNVGKME. The MHC is DRB1_0802 with pseudo-sequence DRB1_0802. The binding affinity (normalized) is 0.184. (6) The peptide sequence is GHGCAQPAMERRKHI. The MHC is HLA-DPA10201-DPB11401 with pseudo-sequence HLA-DPA10201-DPB11401. The binding affinity (normalized) is 0.108. (7) The peptide sequence is FRAAMATTANVPPAD. The MHC is HLA-DQA10401-DQB10402 with pseudo-sequence HLA-DQA10401-DQB10402. The binding affinity (normalized) is 0.249. (8) The MHC is DRB1_0405 with pseudo-sequence DRB1_0405. The binding affinity (normalized) is 0.376. The peptide sequence is ASIAARGYISTRVGM.